Dataset: Forward reaction prediction with 1.9M reactions from USPTO patents (1976-2016). Task: Predict the product of the given reaction. (1) Given the reactants [CH2:1]([O:3][C:4]([C:6]1[N:7]([C:24]2[CH:29]=[CH:28][C:27]([O:30][CH:31]([CH3:33])[CH3:32])=[CH:26][CH:25]=2)[C:8]2[C:13]([C:14]=1I)=[CH:12][C:11]([O:16][CH2:17][C:18]1[CH:23]=[CH:22][CH:21]=[CH:20][CH:19]=1)=[CH:10][CH:9]=2)=[O:5])[CH3:2].[C:34]([NH2:37])(=[O:36])[CH3:35], predict the reaction product. The product is: [CH2:1]([O:3][C:4]([C:6]1[N:7]([C:24]2[CH:29]=[CH:28][C:27]([O:30][CH:31]([CH3:33])[CH3:32])=[CH:26][CH:25]=2)[C:8]2[C:13]([C:14]=1[NH:37][C:34](=[O:36])[CH3:35])=[CH:12][C:11]([O:16][CH2:17][C:18]1[CH:23]=[CH:22][CH:21]=[CH:20][CH:19]=1)=[CH:10][CH:9]=2)=[O:5])[CH3:2]. (2) The product is: [Br:40][C:38]1[S:37][C:36]2[C:41](=[O:42])[NH:43][C:14]([C@@H:13]3[C@H:12]4[CH2:17][C@H:9]([CH2:10][C@@H:11]4[OH:18])[N:8]3[C:6]([O:5][C:1]([CH3:4])([CH3:3])[CH3:2])=[O:7])=[N:34][C:35]=2[CH:39]=1. Given the reactants [C:1]([O:5][C:6]([N:8]1[C@H:13]([C:14](O)=O)[C@H:12]2[CH2:17][C@@H:9]1[CH2:10][C@@H:11]2[OH:18])=[O:7])([CH3:4])([CH3:3])[CH3:2].C(N(CC)CC)C.C(Cl)(=O)OCC(C)C.[NH2:34][C:35]1[CH:39]=[C:38]([Br:40])[S:37][C:36]=1[C:41]([NH2:43])=[O:42], predict the reaction product.